This data is from Reaction yield outcomes from USPTO patents with 853,638 reactions. The task is: Predict the reaction yield, written as a fraction of the theoretical maximum amount of product (1.0 means a 100% yield; for example, 0.34 means a 34% yield). (1) The reactants are [C:1]([O:5][C:6](=[O:22])[NH:7][C@H:8]([C:19](=[S:21])[NH2:20])[CH2:9][C:10]1[CH:15]=[CH:14][C:13]([N+:16]([O-:18])=[O:17])=[CH:12][CH:11]=1)([CH3:4])([CH3:3])[CH3:2].Br[CH2:24][C:25]([C:27]1[CH:32]=[CH:31][CH:30]=[CH:29][CH:28]=1)=O.N1C=CC=CC=1.CC(OC(OC(OC(C)(C)C)=O)=O)(C)C. The catalyst is CC#N.C(OCC)C. The product is [C:1]([O:5][C:6](=[O:22])[NH:7][C@H:8]([C:19]1[S:21][CH:24]=[C:25]([C:27]2[CH:32]=[CH:31][CH:30]=[CH:29][CH:28]=2)[N:20]=1)[CH2:9][C:10]1[CH:15]=[CH:14][C:13]([N+:16]([O-:18])=[O:17])=[CH:12][CH:11]=1)([CH3:4])([CH3:2])[CH3:3]. The yield is 0.390. (2) The reactants are [Cl:1][C:2]1[CH:7]=[C:6](I)[C:5]([Cl:9])=[CH:4][N:3]=1.[NH2:10][C:11]1[CH:19]=[CH:18][CH:17]=[CH:16][C:12]=1[C:13]([OH:15])=[O:14].C1(P(C2C=CC=CC=2)C2C=CC=CC=2OC2C=CC=CC=2P(C2C=CC=CC=2)C2C=CC=CC=2)C=CC=CC=1.[O-]P([O-])([O-])=O.[K+].[K+].[K+]. The catalyst is C([O-])(=O)C.[Pd+2].C([O-])(=O)C. The product is [Cl:1][C:2]1[CH:7]=[C:6]([NH:10][C:11]2[CH:19]=[CH:18][CH:17]=[CH:16][C:12]=2[C:13]([OH:15])=[O:14])[C:5]([Cl:9])=[CH:4][N:3]=1. The yield is 0.602. (3) The reactants are S(Cl)(Cl)=[O:2].[C:5]1([CH3:11])[CH:10]=[CH:9][CH:8]=[CH:7][CH:6]=1.[CH2:12]([NH2:16])[CH:13]([CH3:15])[CH3:14].C(N(CC)CC)C.[CH3:24][CH2:25][CH2:26]CCCC. The catalyst is CN(C)C=O. The product is [CH3:24]/[CH:25]=[CH:26]/[CH:6]=[CH:7]\[CH2:8][CH2:9]/[CH:10]=[CH:5]/[C:11]([NH:16][CH2:12][CH:13]([CH3:15])[CH3:14])=[O:2]. The yield is 0.880. (4) The reactants are [N+:1]([C:4]1[CH:5]=[C:6]([CH:10]=[CH:11][C:12]=1[N+:13]([O-:15])=[O:14])[C:7]([OH:9])=O)([O-:3])=[O:2].[NH:16]1[CH2:21][CH2:20][CH2:19][CH2:18][CH2:17]1. No catalyst specified. The product is [N+:1]([C:4]1[CH:5]=[C:6]([C:7]([N:16]2[CH2:21][CH2:20][CH2:19][CH2:18][CH2:17]2)=[O:9])[CH:10]=[CH:11][C:12]=1[N+:13]([O-:15])=[O:14])([O-:3])=[O:2]. The yield is 0.197.